The task is: Regression. Given a peptide amino acid sequence and an MHC pseudo amino acid sequence, predict their binding affinity value. This is MHC class II binding data.. This data is from Peptide-MHC class II binding affinity with 134,281 pairs from IEDB. (1) The peptide sequence is KTKEGVLYVGSKTKE. The MHC is HLA-DPA10103-DPB10301 with pseudo-sequence HLA-DPA10103-DPB10301. The binding affinity (normalized) is 0. (2) The peptide sequence is TVVMQVKVPKGAPCR. The MHC is DRB1_0101 with pseudo-sequence DRB1_0101. The binding affinity (normalized) is 0.121. (3) The peptide sequence is PQPEQPEQPFPQPQ. The MHC is HLA-DQA10501-DQB10201 with pseudo-sequence HLA-DQA10501-DQB10201. The binding affinity (normalized) is 0. (4) The peptide sequence is GKMYFNLIDTKCY. The binding affinity (normalized) is 0.313. The MHC is DRB1_0701 with pseudo-sequence DRB1_0701. (5) The peptide sequence is DVKFPGGGTIVGGVY. The MHC is HLA-DQA10501-DQB10301 with pseudo-sequence HLA-DQA10501-DQB10301. The binding affinity (normalized) is 0.740. (6) The peptide sequence is YMPDVLEKLELLQRR. The MHC is DRB1_1301 with pseudo-sequence DRB1_1301. The binding affinity (normalized) is 0.644.